This data is from Full USPTO retrosynthesis dataset with 1.9M reactions from patents (1976-2016). The task is: Predict the reactants needed to synthesize the given product. (1) Given the product [CH3:36][NH:35][C:34](=[O:37])[C:31]1[CH:32]=[CH:33][C:28]([NH:27][C:7]2[N:6]=[CH:5][C:4]3[C:9](=[CH:10][C:11]([O:12][CH2:13][CH:14]4[CH2:15][CH2:16][NH:17][CH2:18][CH2:19]4)=[C:2]([C:40]4[S:39][CH:43]=[CH:42][N:41]=4)[CH:3]=3)[N:8]=2)=[CH:29][CH:30]=1, predict the reactants needed to synthesize it. The reactants are: Br[C:2]1[CH:3]=[C:4]2[C:9](=[CH:10][C:11]=1[O:12][CH2:13][CH:14]1[CH2:19][CH2:18][N:17](C(OCCCC)=O)[CH2:16][CH2:15]1)[N:8]=[C:7]([NH:27][C:28]1[CH:33]=[CH:32][C:31]([C:34](=[O:37])[NH:35][CH3:36])=[CH:30][CH:29]=1)[N:6]=[CH:5]2.[Br-].[S:39]1[CH:43]=[CH:42][N:41]=[C:40]1[Zn+]. (2) Given the product [Br:1][C:2]1[CH:3]=[C:4]2[C:9](=[CH:10][CH:11]=1)[N:8]([CH2:12][CH3:13])[C:7](=[O:14])[C:6]([C:15]([NH:35][NH:34][C:21](=[O:33])[CH2:22][CH2:23][CH2:24][CH2:25][CH2:26][CH2:27][CH2:28][CH2:29][CH2:30][CH2:31][CH3:32])=[O:17])=[C:5]2[OH:20], predict the reactants needed to synthesize it. The reactants are: [Br:1][C:2]1[CH:3]=[C:4]2[C:9](=[CH:10][CH:11]=1)[N:8]([CH2:12][CH3:13])[C:7](=[O:14])[C:6]([C:15]([O:17]CC)=O)=[C:5]2[OH:20].[C:21]([NH:34][NH2:35])(=[O:33])[CH2:22][CH2:23][CH2:24][CH2:25][CH2:26][CH2:27][CH2:28][CH2:29][CH2:30][CH2:31][CH3:32]. (3) The reactants are: Cl[C:2]1[N:11]=[CH:10][C:9]2[C:4](=[C:5]([CH3:12])[CH:6]=[CH:7][CH:8]=2)[N:3]=1.[NH2:13][C:14]1[CH:22]=[C:21]2[C:17]([CH2:18][CH2:19][N:20]2C(OC(C)(C)C)=O)=[CH:16][CH:15]=1.C(O)CCC. Given the product [NH:20]1[C:21]2[C:17](=[CH:16][CH:15]=[C:14]([NH:13][C:2]3[N:11]=[CH:10][C:9]4[C:4](=[C:5]([CH3:12])[CH:6]=[CH:7][CH:8]=4)[N:3]=3)[CH:22]=2)[CH2:18][CH2:19]1, predict the reactants needed to synthesize it.